From a dataset of Catalyst prediction with 721,799 reactions and 888 catalyst types from USPTO. Predict which catalyst facilitates the given reaction. (1) Reactant: [Cl:1][C:2]1[N:7]=[CH:6][C:5](N)=[CH:4][C:3]=1[CH3:9].N([O-])=[O:11].[Na+]. Product: [Cl:1][C:2]1[N:7]=[CH:6][C:5]([OH:11])=[CH:4][C:3]=1[CH3:9]. The catalyst class is: 126. (2) Reactant: [CH:1]1([NH:4][C:5]2[CH:10]=[C:9]([F:11])[CH:8]=[CH:7][C:6]=2[N+:12]([O-])=O)[CH2:3][CH2:2]1. Product: [CH:1]1([NH:4][C:5]2[C:6]([NH2:12])=[CH:7][CH:8]=[C:9]([F:11])[CH:10]=2)[CH2:3][CH2:2]1. The catalyst class is: 99. (3) Reactant: [CH3:1][C:2]1[CH:11]=[CH:10][C:9]2[C:4](=[CH:5][CH:6]=[CH:7][C:8]=2[N:12]2[CH2:17][CH2:16][NH:15][CH2:14][CH2:13]2)[N:3]=1.[Cl:18][CH2:19][CH2:20][C:21]1[CH:22]=[CH:23][C:24]2[O:29][CH2:28][C:27](=[O:30])[N:26]([CH2:31][CH3:32])[C:25]=2[CH:33]=1.Cl. Product: [ClH:18].[CH2:31]([N:26]1[C:25]2[CH:33]=[C:21]([CH2:20][CH2:19][N:15]3[CH2:16][CH2:17][N:12]([C:8]4[CH:7]=[CH:6][CH:5]=[C:4]5[C:9]=4[CH:10]=[CH:11][C:2]([CH3:1])=[N:3]5)[CH2:13][CH2:14]3)[CH:22]=[CH:23][C:24]=2[O:29][CH2:28][C:27]1=[O:30])[CH3:32]. The catalyst class is: 2. (4) Reactant: [Cl:1][C:2]1[CH:7]=[C:6]([NH2:8])[CH:5]=[CH:4][C:3]=1[C:9]1[CH:14]=[CH:13][C:12]([S:15][CH3:16])=[CH:11][C:10]=1[F:17].[C:18](N1C=CN=C1)(N1C=CN=C1)=[S:19]. Product: [Cl:1][C:2]1[CH:7]=[C:6]([N:8]=[C:18]=[S:19])[CH:5]=[CH:4][C:3]=1[C:9]1[CH:14]=[CH:13][C:12]([S:15][CH3:16])=[CH:11][C:10]=1[F:17]. The catalyst class is: 4. (5) Reactant: [CH2:1]([CH:3]1O[CH2:4]1)[Cl:2].[S-:6]C#N.[NH4+].[N:10]1[CH:15]=[CH:14][CH:13]=[CH:12][CH:11]=1.O. Product: [N:10]1[CH:15]=[CH:14][CH:13]=[CH2+:12][CH:11]=1.[Cl-:2].[S:6]1[CH2:4][CH2:3][CH2:1]1. The catalyst class is: 11. (6) Reactant: [F:1][C:2]1[C:7]2[C:8]([C:18](=[O:21])[NH:19][CH3:20])=[C:9]([C:11]3[CH:16]=[CH:15][C:14]([F:17])=[CH:13][CH:12]=3)[O:10][C:6]=2[CH:5]=[CH:4][C:3]=1[C:22]1[CH:23]=[C:24]([CH:28]=[CH:29][C:30]=1[CH3:31])[C:25]([OH:27])=O.Cl.[N:33]1[CH:38]=[CH:37][CH:36]=[C:35]([C:39]2([NH2:42])[CH2:41][CH2:40]2)[N:34]=1.C(N(CC)CC)C. Product: [F:1][C:2]1[C:7]2[C:8]([C:18]([NH:19][CH3:20])=[O:21])=[C:9]([C:11]3[CH:12]=[CH:13][C:14]([F:17])=[CH:15][CH:16]=3)[O:10][C:6]=2[CH:5]=[CH:4][C:3]=1[C:22]1[CH:23]=[C:24]([C:25](=[O:27])[NH:42][C:39]2([C:35]3[N:34]=[N:33][CH:38]=[CH:37][CH:36]=3)[CH2:41][CH2:40]2)[CH:28]=[CH:29][C:30]=1[CH3:31]. The catalyst class is: 3. (7) Reactant: [OH:1][CH2:2][C@@H:3]1[CH2:8][CH2:7][C@H:6]([NH:9][C:10](=[O:16])[O:11][C:12]([CH3:15])([CH3:14])[CH3:13])[CH2:5][CH2:4]1.[CH3:17][S:18](Cl)(=[O:20])=[O:19]. Product: [CH3:17][S:18]([O:1][CH2:2][C@H:3]1[CH2:4][CH2:5][C@@H:6]([NH:9][C:10]([O:11][C:12]([CH3:13])([CH3:15])[CH3:14])=[O:16])[CH2:7][CH2:8]1)(=[O:20])=[O:19]. The catalyst class is: 1. (8) Reactant: CN(C)[CH:3]=[O:4].P(Cl)(Cl)(Cl)=O.[Cl:11][C:12]1[N:17]2[N:18]=[C:19]([C:21]3[CH:26]=[CH:25][C:24]([F:27])=[CH:23][CH:22]=3)[CH:20]=[C:16]2[CH:15]=[CH:14][CH:13]=1.O. Product: [Cl:11][C:12]1[N:17]2[N:18]=[C:19]([C:21]3[CH:26]=[CH:25][C:24]([F:27])=[CH:23][CH:22]=3)[C:20]([CH:3]=[O:4])=[C:16]2[CH:15]=[CH:14][CH:13]=1. The catalyst class is: 4. (9) Reactant: [Cl:1][C:2]1[CH:7]=[CH:6][C:5]([C:8]2[N:12]=[C:11]([C:13]3[CH:18]=[CH:17][C:16]([CH2:19][CH:20]([CH3:22])[CH3:21])=[CH:15][CH:14]=3)[O:10][N:9]=2)=[CH:4][N:3]=1.Cl.C([O:26][C:27]([C@H:29]1[CH2:32][C@@H:31]([NH2:33])[CH2:30]1)=[O:28])C.OP([O-])([O-])=O.[K+].[K+].[OH-].[Na+].Cl. Product: [ClH:1].[CH2:19]([C:16]1[CH:17]=[CH:18][C:13]([C:11]2[O:10][N:9]=[C:8]([C:5]3[CH:6]=[CH:7][C:2]([NH:33][CH:31]4[CH2:32][CH:29]([C:27]([OH:28])=[O:26])[CH2:30]4)=[N:3][CH:4]=3)[N:12]=2)=[CH:14][CH:15]=1)[CH:20]([CH3:22])[CH3:21]. The catalyst class is: 374. (10) Reactant: [Cl:1][C:2]1[C:3]([CH2:9][CH2:10][CH2:11][OH:12])=[C:4](O)[CH:5]=[CH:6][CH:7]=1.C1(P(C2C=CC=CC=2)C2C=CC=CC=2)C=CC=CC=1. Product: [Cl:1][C:2]1[CH:7]=[CH:6][CH:5]=[C:4]2[C:3]=1[CH2:9][CH2:10][CH2:11][O:12]2. The catalyst class is: 7.